From a dataset of Peptide-MHC class I binding affinity with 185,985 pairs from IEDB/IMGT. Regression. Given a peptide amino acid sequence and an MHC pseudo amino acid sequence, predict their binding affinity value. This is MHC class I binding data. The peptide sequence is IPRLGGMAF. The MHC is HLA-A03:01 with pseudo-sequence HLA-A03:01. The binding affinity (normalized) is 0.0847.